Dataset: Reaction yield outcomes from USPTO patents with 853,638 reactions. Task: Predict the reaction yield, written as a fraction of the theoretical maximum amount of product (1.0 means a 100% yield; for example, 0.34 means a 34% yield). The reactants are [F:1][C:2]1[CH:10]=[CH:9][CH:8]=[C:7]2[C:3]=1[CH:4]=[C:5](B1OC(C)(C)C(C)(C)O1)[NH:6]2.[Cl:20][C:21]1[C:22](=[O:29])[N:23]([CH3:28])[N:24]=[C:25](Cl)[CH:26]=1.C([O-])([O-])=O.[Cs+].[Cs+]. The catalyst is O1CCOCC1.O.[Pd](Cl)Cl.C(P(C(C)(C)C)[C-]1C=CC=C1)(C)(C)C.[C-]1(P(C(C)(C)C)C(C)(C)C)C=CC=C1.[Fe+2]. The product is [Cl:20][C:21]1[C:22](=[O:29])[N:23]([CH3:28])[N:24]=[C:25]([C:5]2[NH:6][C:7]3[C:3]([CH:4]=2)=[C:2]([F:1])[CH:10]=[CH:9][CH:8]=3)[CH:26]=1. The yield is 0.640.